The task is: Predict the product of the given reaction.. This data is from Forward reaction prediction with 1.9M reactions from USPTO patents (1976-2016). (1) Given the reactants FC1C=CC=C(F)C=1C1NC2C(C=1)=CC(C1N(C)N=C(C3C=NC(N)=NC=3)C=1)=CC=2.C1(S([N:40]2[C:48]3[C:43](=[CH:44][C:45]([C:49]4[N:50]([CH3:59])[N:51]=[C:52]([C:54]5[O:55][CH:56]=[CH:57][N:58]=5)[CH:53]=4)=[CH:46][CH:47]=3)[CH:42]=[C:41]2[C:60]2[C:65]([F:66])=[CH:64][CH:63]=[CH:62][C:61]=2[F:67])(=O)=O)C=CC=CC=1, predict the reaction product. The product is: [F:67][C:61]1[CH:62]=[CH:63][CH:64]=[C:65]([F:66])[C:60]=1[C:41]1[NH:40][C:48]2[C:43]([CH:42]=1)=[CH:44][C:45]([C:49]1[N:50]([CH3:59])[N:51]=[C:52]([C:54]3[O:55][CH:56]=[CH:57][N:58]=3)[CH:53]=1)=[CH:46][CH:47]=2. (2) Given the reactants [NH2:1][C:2]1[CH:7]=[C:6]([O:8][C:9]2[CH:14]=[CH:13][C:12]([NH2:15])=[C:11]([Cl:16])[CH:10]=2)[CH:5]=[CH:4][N:3]=1.[CH2:17]([N:19]([CH2:22]C)[CH2:20][CH3:21])[CH3:18].ClC([O:27][C:28]1C=CC=CC=1)=O.C[N:35]1CCNCC1, predict the reaction product. The product is: [NH2:15][C:12]1[CH:13]=[CH:14][C:9]([O:8][C:6]2[CH:5]=[CH:4][N:3]=[C:2]([NH:1][C:28]([N:35]3[CH2:21][CH2:20][N:19]([CH3:22])[CH2:17][CH2:18]3)=[O:27])[CH:7]=2)=[CH:10][C:11]=1[Cl:16].